This data is from Catalyst prediction with 721,799 reactions and 888 catalyst types from USPTO. The task is: Predict which catalyst facilitates the given reaction. (1) Reactant: C1CCN(C(N=NC(N2CCCCC2)=O)=O)CC1.P(CCCC)(CCCC)CCCC.[Cl:32][C:33]1[S:37][C:36]([C:38]2[CH:43]=[CH:42][C:41]([OH:44])=[CH:40][CH:39]=2)=[N:35][CH:34]=1.O[CH2:46][CH:47]1[CH:52]([NH:53][C:54](=[O:60])[O:55][C:56]([CH3:59])([CH3:58])[CH3:57])[CH2:51][CH2:50][O:49][CH2:48]1.[OH-].[Na+]. Product: [Cl:32][C:33]1[S:37][C:36]([C:38]2[CH:39]=[CH:40][C:41]([O:44][CH2:46][CH:47]3[CH:52]([NH:53][C:54](=[O:60])[O:55][C:56]([CH3:59])([CH3:58])[CH3:57])[CH2:51][CH2:50][O:49][CH2:48]3)=[CH:42][CH:43]=2)=[N:35][CH:34]=1. The catalyst class is: 1. (2) Product: [Cl:1][C:2]1[CH:7]=[C:6]([F:8])[CH:5]=[CH:4][C:3]=1[C:9]1[O:13][N:12]=[C:11]([C@H:14]2[C@:19]([C:21]3[CH:26]=[CH:25][C:24]([F:27])=[C:23]([F:28])[CH:22]=3)([OH:20])[CH2:18][CH2:17][NH:16][CH2:15]2)[CH:10]=1. Reactant: [Cl:1][C:2]1[CH:7]=[C:6]([F:8])[CH:5]=[CH:4][C:3]=1[C:9]1[O:13][N:12]=[C:11]([C@H:14]2[C@:19]([C:21]3[CH:26]=[CH:25][C:24]([F:27])=[C:23]([F:28])[CH:22]=3)([OH:20])[CH2:18][CH2:17][N:16](C(OC(C)(C)C)=O)[CH2:15]2)[CH:10]=1.Cl.O1CCOCC1. The catalyst class is: 4. (3) Reactant: Cl[C:2]1[C:7]([F:8])=[CH:6][C:5]([Br:9])=[CH:4][N:3]=1.[C:10]([N:17]1[CH2:22][CH2:21][NH:20][CH2:19][CH2:18]1)([O:12][C:13]([CH3:16])([CH3:15])[CH3:14])=[O:11].C([O-])([O-])=O.[K+].[K+].CS(C)=O. Product: [Br:9][C:5]1[CH:6]=[C:7]([F:8])[C:2]([N:20]2[CH2:19][CH2:18][N:17]([C:10]([O:12][C:13]([CH3:16])([CH3:15])[CH3:14])=[O:11])[CH2:22][CH2:21]2)=[N:3][CH:4]=1. The catalyst class is: 27. (4) Reactant: C1([C:7]2[S:8][C:9]([C:16]([C:18]3[CH:26]=[C:25]4[C:21]([CH:22]=[C:23](C5C=CC=CC=5)[NH:24]4)=[CH:20][CH:19]=3)=[O:17])=[CH:10][C:11]=2[CH2:12][C:13]([OH:15])=O)C=CC=CC=1.F[P-](F)(F)(F)(F)F.[N:40]1([O:49]C(N(C)C)=[N+](C)C)C2N=CC=CC=2N=N1.[CH:57]1[CH:58]=[CH:59][C:60]2N(O)N=N[C:61]=2[CH:62]=1.CCN(C(C)C)C(C)C.C(ON)(C1C=CC=CC=1)(C1C=CC=CC=1)[C:77]1[CH:82]=[CH:81][CH:80]=[CH:79][CH:78]=1.CC(O)=O.FC(F)(F)CO. Product: [OH:49][NH:40][C:13](=[O:15])[CH2:12][C:11]1[CH:10]=[C:9]([C:16]([C:18]2[CH:26]=[C:25]3[C:21]([CH:22]=[C:23]([C:77]4[CH:82]=[CH:81][CH:80]=[CH:79][CH:78]=4)[NH:24]3)=[CH:20][CH:19]=2)=[O:17])[S:8][C:7]=1[C:62]1[CH:57]=[CH:58][CH:59]=[CH:60][CH:61]=1. The catalyst class is: 2. (5) Reactant: Br[C:2]1[CH:3]=[C:4]([N:8]2[CH2:12][CH2:11][C@H:10]([F:13])[CH2:9]2)[CH:5]=[CH:6][CH:7]=1.[Li]CCCC.C[O:20][B:21](OC)[O:22]C.CO. Product: [F:13][C@H:10]1[CH2:11][CH2:12][N:8]([C:4]2[CH:3]=[C:2]([B:21]([OH:22])[OH:20])[CH:7]=[CH:6][CH:5]=2)[CH2:9]1. The catalyst class is: 1. (6) Reactant: CC1(C)[O:6][CH:5]([CH2:7][O:8][C:9]2[CH:10]=[C:11]([C:15]3[NH:41][C:18]4=[N:19][CH:20]=[C:21]([NH:23][C:24](=[O:40])[C:25]5[C:30]([F:31])=[CH:29][CH:28]=[C:27]([NH:32][S:33]([CH2:36][CH2:37][CH3:38])(=[O:35])=[O:34])[C:26]=5[F:39])[CH:22]=[C:17]4[CH:16]=3)[CH:12]=[CH:13][CH:14]=2)[CH2:4][O:3]1.Cl. Product: [OH:6][CH:5]([CH2:4][OH:3])[CH2:7][O:8][C:9]1[CH:10]=[C:11]([C:15]2[NH:41][C:18]3=[N:19][CH:20]=[C:21]([NH:23][C:24](=[O:40])[C:25]4[C:30]([F:31])=[CH:29][CH:28]=[C:27]([NH:32][S:33]([CH2:36][CH2:37][CH3:38])(=[O:35])=[O:34])[C:26]=4[F:39])[CH:22]=[C:17]3[CH:16]=2)[CH:12]=[CH:13][CH:14]=1. The catalyst class is: 36. (7) Reactant: [NH:1]([C:5]1[CH:6]=[C:7]([S:13](Cl)(=O)=O)[C:8]([CH3:12])=[CH:9][C:10]=1[F:11])[C:2]([CH3:4])=[O:3].II. Product: [NH:1]([C:5]1[C:10]([F:11])=[CH:9][C:8]([CH3:12])=[C:7]([SH:13])[CH:6]=1)[C:2]([CH3:4])=[O:3]. The catalyst class is: 15. (8) Reactant: [Br:1][C:2]1[CH:3]=[C:4]([OH:8])[CH:5]=[CH:6][CH:7]=1.Br[CH2:10][CH:11]1[CH2:16][CH2:15][CH2:14][CH2:13][O:12]1.C(=O)([O-])[O-].[K+].[K+]. Product: [Br:1][C:2]1[CH:3]=[C:4]([CH:5]=[CH:6][CH:7]=1)[O:8][CH2:10][CH:11]1[CH2:16][CH2:15][CH2:14][CH2:13][O:12]1. The catalyst class is: 3.